From a dataset of Reaction yield outcomes from USPTO patents with 853,638 reactions. Predict the reaction yield, written as a fraction of the theoretical maximum amount of product (1.0 means a 100% yield; for example, 0.34 means a 34% yield). (1) The reactants are P(Cl)(Cl)([Cl:3])=O.CN(C)C1C=CC=CC=1.[CH3:15][O:16][C:17]1[CH:18]=[C:19]2[C:24](=[CH:25][CH:26]=1)[N:23]=[N:22][CH:21]=[C:20]2O. No catalyst specified. The product is [CH3:15][O:16][C:17]1[CH:18]=[C:19]2[C:24](=[CH:25][CH:26]=1)[N:23]=[N:22][CH:21]=[C:20]2[Cl:3]. The yield is 0.590. (2) The reactants are [C:1]([OH:10])(=[O:9])[C:2]1[C:3](=[CH:5][CH:6]=[CH:7][CH:8]=1)[NH2:4].CC1(C)O[C:17](=[O:18])[CH2:16][C:14](=[O:15])[O:13]1. The catalyst is C1(C)C=CC=CC=1. The product is [C:14]([CH2:16][C:17]([NH:4][C:3]1[CH:5]=[CH:6][CH:7]=[CH:8][C:2]=1[C:1]([OH:10])=[O:9])=[O:18])([OH:15])=[O:13]. The yield is 0.890. (3) The reactants are [F:1][C:2]([F:16])([F:15])[O:3][C:4]1[CH:5]=[C:6]2[C:11](=[C:12]([NH2:14])[CH:13]=1)[N:10]=[CH:9][CH:8]=[CH:7]2.[N:17]1[CH:22]=[CH:21][CH:20]=[CH:19][C:18]=1[S:23](Cl)(=[O:25])=[O:24].N1C=CC=CC=1. The catalyst is CN(C1C=CN=CC=1)C.C(Cl)Cl. The product is [F:16][C:2]([F:1])([F:15])[O:3][C:4]1[CH:5]=[C:6]2[C:11](=[C:12]([NH:14][S:23]([C:18]3[CH:19]=[CH:20][CH:21]=[CH:22][N:17]=3)(=[O:25])=[O:24])[CH:13]=1)[N:10]=[CH:9][CH:8]=[CH:7]2. The yield is 0.560. (4) The reactants are Cl[CH2:2][C:3]1[N:4]=[CH:5][S:6][CH:7]=1.[OH:8][C:9]1[CH:14]=[CH:13][C:12]([NH:15][C:16]2[C:25]3[C:20](=[CH:21][CH:22]=[CH:23][C:24]=3[O:26][CH2:27][C@H:28]([N:30]([CH3:34])[C:31](=[O:33])[CH3:32])[CH3:29])[N:19]=[CH:18][N:17]=2)=[CH:11][C:10]=1[CH3:35]. No catalyst specified. The product is [CH3:34][N:30]([C@H:28]([CH3:29])[CH2:27][O:26][C:24]1[CH:23]=[CH:22][CH:21]=[C:20]2[C:25]=1[C:16]([NH:15][C:12]1[CH:13]=[CH:14][C:9]([O:8][CH2:2][C:3]3[N:4]=[CH:5][S:6][CH:7]=3)=[C:10]([CH3:35])[CH:11]=1)=[N:17][CH:18]=[N:19]2)[C:31](=[O:33])[CH3:32]. The yield is 0.130. (5) The reactants are [ClH:1].[NH2:2][CH2:3][CH2:4][OH:5].[N+:6]([C:9]1[C:22]2[C:13](=[N:14][C:15]3[C:20]([C:21]=2OC2C=CC=CC=2)=[CH:19][CH:18]=[CH:17][CH:16]=3)[CH:12]=[CH:11][CH:10]=1)([O-:8])=[O:7].Cl. The catalyst is C1(O)C=CC=CC=1.CCOCC. The product is [ClH:1].[N+:6]([C:9]1[C:22]2[C:13](=[N:14][C:15]3[C:20]([C:21]=2[NH:2][CH2:3][CH2:4][OH:5])=[CH:19][CH:18]=[CH:17][CH:16]=3)[CH:12]=[CH:11][CH:10]=1)([O-:8])=[O:7]. The yield is 0.910.